From a dataset of Forward reaction prediction with 1.9M reactions from USPTO patents (1976-2016). Predict the product of the given reaction. (1) Given the reactants [NH2:1][CH2:2][CH2:3][CH2:4][P:5](=[O:8])([OH:7])[OH:6].[OH-].C([N+](CCCC)(CCCC)CCCC)CCC.[CH2:27]([C:36]1[CH:43]=[CH:42][C:39]([CH2:40]I)=[CH:38][CH:37]=1)[CH2:28][CH2:29][CH2:30][CH2:31][CH2:32][CH2:33][CH2:34][CH3:35].CCN(C(C)C)C(C)C.Cl, predict the reaction product. The product is: [CH2:27]([C:36]1[CH:43]=[CH:42][C:39]([CH2:40][NH:1][CH2:2][CH2:3][CH2:4][P:5](=[O:7])([OH:6])[OH:8])=[CH:38][CH:37]=1)[CH2:28][CH2:29][CH2:30][CH2:31][CH2:32][CH2:33][CH2:34][CH3:35]. (2) Given the reactants [Cl:1][C:2]1[CH:7]=[CH:6][C:5]([C:8]2[CH:13]=[CH:12][CH:11]=[CH:10][C:9]=2[C@H:14]([NH:30][S@:31]([C:33]([CH3:36])([CH3:35])[CH3:34])=[O:32])[CH:15]2[CH2:20][CH2:19][N:18]([C:21]3[CH:29]=[CH:28][C:24]([C:25](O)=[O:26])=[CH:23][CH:22]=3)[CH2:17][CH2:16]2)=[CH:4][CH:3]=1.C(Cl)CCl.CCN(C(C)C)C(C)C.[O:50]1[CH2:55][CH2:54][N:53]([CH2:56][CH2:57][C@@H:58]([NH:67][C:68]2[CH:73]=[CH:72][C:71]([S:74]([NH2:77])(=[O:76])=[O:75])=[CH:70][C:69]=2[S:78]([C:81]([F:84])([F:83])[F:82])(=[O:80])=[O:79])[CH2:59][S:60][C:61]2[CH:66]=[CH:65][CH:64]=[CH:63][CH:62]=2)[CH2:52][CH2:51]1, predict the reaction product. The product is: [Cl:1][C:2]1[CH:3]=[CH:4][C:5]([C:8]2[CH:13]=[CH:12][CH:11]=[CH:10][C:9]=2[C@H:14]([NH:30][S@:31]([C:33]([CH3:34])([CH3:35])[CH3:36])=[O:32])[CH:15]2[CH2:16][CH2:17][N:18]([C:21]3[CH:22]=[CH:23][C:24]([C:25]([NH:77][S:74]([C:71]4[CH:72]=[CH:73][C:68]([NH:67][C@H:58]([CH2:57][CH2:56][N:53]5[CH2:54][CH2:55][O:50][CH2:51][CH2:52]5)[CH2:59][S:60][C:61]5[CH:66]=[CH:65][CH:64]=[CH:63][CH:62]=5)=[C:69]([S:78]([C:81]([F:83])([F:84])[F:82])(=[O:80])=[O:79])[CH:70]=4)(=[O:75])=[O:76])=[O:26])=[CH:28][CH:29]=3)[CH2:19][CH2:20]2)=[CH:6][CH:7]=1. (3) The product is: [CH3:15][S:8]/[C:7](=[N:6]\[C:4](=[O:5])[CH:3]=[C:2]([CH3:14])[CH3:1])/[N:9]1[CH2:10][CH2:11][CH2:12][CH2:13]1. Given the reactants [CH3:1][C:2]([CH3:14])=[CH:3][C:4]([NH:6][C:7]([N:9]1[CH2:13][CH2:12][CH2:11][CH2:10]1)=[S:8])=[O:5].[C:15](=O)([O-])[O-].[Na+].[Na+].IC, predict the reaction product.